This data is from Catalyst prediction with 721,799 reactions and 888 catalyst types from USPTO. The task is: Predict which catalyst facilitates the given reaction. (1) Reactant: [Li+].C[Si]([N-][Si](C)(C)C)(C)C.[Br:11][C:12]1[CH:13]=[CH:14][C:15]2[O:16][CH2:17][CH2:18][NH:19][C:20]=2[N:21]=1.[O:22](C(OC(C)(C)C)=O)[C:23]([O:25][C:26]([CH3:29])([CH3:28])[CH3:27])=O. Product: [Br:11][C:12]1[CH:13]=[CH:14][C:15]2[O:16][CH2:17][CH2:18][N:19]([C:23]([O:25][C:26]([CH3:29])([CH3:28])[CH3:27])=[O:22])[C:20]=2[N:21]=1. The catalyst class is: 1. (2) Reactant: [CH3:1][O:2][C:3](=[O:19])[C:4]1[CH:9]=[C:8]([O:10][CH2:11][CH2:12][CH2:13][OH:14])[CH:7]=[CH:6][C:5]=1[NH:15][C:16](=[O:18])[CH3:17].[CH3:20][S:21](Cl)(=[O:23])=[O:22].C(N(CC)CC)C. Product: [CH3:1][O:2][C:3](=[O:19])[C:4]1[CH:9]=[C:8]([O:10][CH2:11][CH2:12][CH2:13][O:14][S:21]([CH3:20])(=[O:23])=[O:22])[CH:7]=[CH:6][C:5]=1[NH:15][C:16](=[O:18])[CH3:17]. The catalyst class is: 96. (3) Reactant: [F:1][C:2]1[CH:7]=[CH:6][CH:5]=[CH:4][C:3]=1[NH:8][C:9]1[N:18]=[CH:17][CH:16]=[CH:15][C:10]=1[C:11]([O:13]C)=[O:12].[OH-].[K+]. Product: [F:1][C:2]1[CH:7]=[CH:6][CH:5]=[CH:4][C:3]=1[NH:8][C:9]1[N:18]=[CH:17][CH:16]=[CH:15][C:10]=1[C:11]([OH:13])=[O:12]. The catalyst class is: 24. (4) Reactant: C1N=CN([C:6]([N:8]2[CH:12]=[N:11][CH:10]=[CH:9]2)=[O:7])C=1.[CH:13]([OH:16])([CH3:15])[CH3:14]. Product: [CH:13]([O:16][C:6]([N:8]1[CH:9]=[CH:10][N:11]=[CH:12]1)=[O:7])([CH3:15])[CH3:14]. The catalyst class is: 2. (5) Reactant: [F:1][C:2]1[CH:7]=[CH:6][C:5]([CH:8]([C:20]2[CH:25]=[CH:24][C:23]([F:26])=[CH:22][CH:21]=2)[CH2:9][CH2:10][CH2:11][N:12]2[CH2:17][CH2:16][C:15](O)(O)[CH2:14][CH2:13]2)=[CH:4][CH:3]=1.Cl.[F:28][C:29]([F:40])([F:39])[C:30]1[CH:31]=[C:32]([CH:36]=[CH:37][CH:38]=1)[CH2:33][O:34][NH2:35].C([O-])(=O)C.[Na+]. Product: [F:28][C:29]([F:39])([F:40])[C:30]1[CH:31]=[C:32]([CH:36]=[CH:37][CH:38]=1)[CH2:33][O:34][N:35]=[C:15]1[CH2:16][CH2:17][N:12]([CH2:11][CH2:10][CH2:9][CH:8]([C:20]2[CH:25]=[CH:24][C:23]([F:26])=[CH:22][CH:21]=2)[C:5]2[CH:6]=[CH:7][C:2]([F:1])=[CH:3][CH:4]=2)[CH2:13][CH2:14]1. The catalyst class is: 8. (6) Reactant: C([C:4]1[CH:9]=[CH:8][C:7]([O:10][CH3:11])=[CH:6][C:5]=1[F:12])(=O)C.C[OH:14]. Product: [F:12][C:5]1[CH:6]=[C:7]([O:10][CH3:11])[CH:8]=[CH:9][C:4]=1[OH:14]. The catalyst class is: 328.